Dataset: Catalyst prediction with 721,799 reactions and 888 catalyst types from USPTO. Task: Predict which catalyst facilitates the given reaction. (1) Reactant: Br[C:2]1[C:7]2[NH:8][C:9]([C:11]3[C:18]([F:19])=[CH:17][CH:16]=[CH:15][C:12]=3[C:13]#[N:14])=[N:10][C:6]=2[CH:5]=[CH:4][N:3]=1.[N:20]1[C:25]([NH2:26])=[CH:24][C:23]([NH2:27])=[N:22][CH:21]=1.CC1(C)C2C(=C(P(C3C=CC=CC=3)C3C=CC=CC=3)C=CC=2)OC2C(P(C3C=CC=CC=3)C3C=CC=CC=3)=CC=CC1=2.C([O-])([O-])=O.[Cs+].[Cs+]. Product: [NH2:27][C:23]1[N:22]=[CH:21][N:20]=[C:25]([NH:26][C:2]2[C:7]3[NH:8][C:9]([C:11]4[C:18]([F:19])=[CH:17][CH:16]=[CH:15][C:12]=4[C:13]#[N:14])=[N:10][C:6]=3[CH:5]=[CH:4][N:3]=2)[CH:24]=1. The catalyst class is: 102. (2) Reactant: [F:1][C:2]([F:15])([F:14])[S:3]([O:6]S(C(F)(F)F)(=O)=O)(=[O:5])=[O:4].O[C:17]1[CH:18]=[C:19]2[C:24](=[CH:25][CH:26]=1)[C:23](=[O:27])[CH2:22][CH2:21][CH2:20]2.CN1CCOCC1.[NH4+].[Cl-]. The catalyst class is: 79. Product: [O:27]=[C:23]1[CH2:22][CH2:21][CH2:20][C:19]2[CH:18]=[C:17]([O:6][S:3]([C:2]([F:15])([F:14])[F:1])(=[O:5])=[O:4])[CH:26]=[CH:25][C:24]1=2. (3) Reactant: [CH2:1]([C:3]1[CH:8]=[C:7]([CH3:9])[CH:6]=[C:5]([CH2:10][CH3:11])[C:4]=1[C:12](=[O:18])[C:13]([N:15]([CH3:17])[NH2:16])=[O:14])[CH3:2].[CH3:19]O.C=O. Product: [CH2:1]([C:3]1[CH:8]=[C:7]([CH3:9])[CH:6]=[C:5]([CH2:10][CH3:11])[C:4]=1[C:12](=[O:18])[C:13]([N:15]([CH3:17])[N:16]=[CH2:19])=[O:14])[CH3:2]. The catalyst class is: 6. (4) Reactant: [CH2:1]([S:3][C:4]1[CH:5]=[CH:6][CH:7]=[C:8]2[C:13]=1[N:12]=[C:11]([C:14]1[N:18]3[CH:19]=[C:20]([C@@H:23]([N:28]4[CH2:32][CH2:31][C@H:30]([NH:33]C(=O)OC(C)(C)C)[CH2:29]4)[C:24]([F:27])([F:26])[F:25])[CH:21]=[CH:22][C:17]3=[N:16][N:15]=1)[CH:10]=[CH:9]2)[CH3:2]. Product: [CH2:1]([S:3][C:4]1[CH:5]=[CH:6][CH:7]=[C:8]2[C:13]=1[N:12]=[C:11]([C:14]1[N:18]3[CH:19]=[C:20]([C@@H:23]([N:28]4[CH2:32][CH2:31][C@H:30]([NH2:33])[CH2:29]4)[C:24]([F:26])([F:25])[F:27])[CH:21]=[CH:22][C:17]3=[N:16][N:15]=1)[CH:10]=[CH:9]2)[CH3:2]. The catalyst class is: 67. (5) Reactant: [CH3:1][O:2][C:3]1[C:4]2[N:5]([N:9]=[C:10]([C:12]3([CH2:15][NH2:16])[CH2:14][CH2:13]3)[N:11]=2)[CH:6]=[CH:7][CH:8]=1.CCN(CC)CC.[C:24](Cl)(=[O:28])[CH:25]([CH3:27])[CH3:26].C([O-])(O)=O.[Na+]. Product: [CH3:1][O:2][C:3]1[C:4]2[N:5]([N:9]=[C:10]([C:12]3([CH2:15][NH:16][C:24](=[O:28])[CH:25]([CH3:27])[CH3:26])[CH2:14][CH2:13]3)[N:11]=2)[CH:6]=[CH:7][CH:8]=1. The catalyst class is: 20. (6) Reactant: [Cl:1][CH2:2][CH2:3][CH2:4][S:5]([O:8][CH2:9][C:10]([CH3:26])([CH3:25])[CH:11]([O:15][CH2:16][C:17]1[CH:22]=[CH:21][C:20]([O:23][CH3:24])=[CH:19][CH:18]=1)[C:12]([OH:14])=[O:13])(=[O:7])=[O:6].[C:27](Cl)(=O)[C:28](Cl)=O.C(O)C.N1C=CC=CC=1. Product: [Cl:1][CH2:2][CH2:3][CH2:4][S:5]([O:8][CH2:9][C:10]([CH3:26])([CH3:25])[CH:11]([O:15][CH2:16][C:17]1[CH:22]=[CH:21][C:20]([O:23][CH3:24])=[CH:19][CH:18]=1)[C:12]([O:14][CH2:27][CH3:28])=[O:13])(=[O:7])=[O:6]. The catalyst class is: 4. (7) Reactant: [Cl:1][C:2]1[CH:7]=[C:6]([CH3:8])[C:5]([CH3:9])=[CH:4][C:3]=1[C:10](=O)[C:11]([OH:13])=[O:12].O.NN.[OH-].[K+].O. Product: [Cl:1][C:2]1[CH:7]=[C:6]([CH3:8])[C:5]([CH3:9])=[CH:4][C:3]=1[CH2:10][C:11]([OH:13])=[O:12]. The catalyst class is: 141.